This data is from TCR-epitope binding with 47,182 pairs between 192 epitopes and 23,139 TCRs. The task is: Binary Classification. Given a T-cell receptor sequence (or CDR3 region) and an epitope sequence, predict whether binding occurs between them. (1) The epitope is RTLNAWVKV. The TCR CDR3 sequence is CASSLSGATYNEQFF. Result: 1 (the TCR binds to the epitope). (2) The epitope is SQASSRSSSR. The TCR CDR3 sequence is CASRYPLDLRNTGELFF. Result: 0 (the TCR does not bind to the epitope). (3) The epitope is ILHCANFNV. The TCR CDR3 sequence is CASSYRSAYEQYF. Result: 0 (the TCR does not bind to the epitope). (4) The epitope is TLVPQEHYV. The TCR CDR3 sequence is CSVWPEDQETQYF. Result: 1 (the TCR binds to the epitope). (5) The epitope is ISDYDYYRY. The TCR CDR3 sequence is CASSPESSRLAVSTDTQYF. Result: 0 (the TCR does not bind to the epitope). (6) The TCR CDR3 sequence is CASSPDRENYGYTF. Result: 0 (the TCR does not bind to the epitope). The epitope is RPPIFIRRL. (7) The epitope is EIYKRWII. The TCR CDR3 sequence is CASSYTTSGELFF. Result: 0 (the TCR does not bind to the epitope).